Dataset: Forward reaction prediction with 1.9M reactions from USPTO patents (1976-2016). Task: Predict the product of the given reaction. (1) Given the reactants [CH3:1][NH:2][CH2:3][C:4]1[CH:9]=[CH:8][C:7]([C:10]2[CH:11]=[N:12][CH:13]=[C:14]([C:16]3[C:17]4[CH:31]=[CH:30][NH:29][C:18]=4[N:19]=[C:20]([C:22]4[CH:27]=[CH:26][CH:25]=[C:24]([CH3:28])[N:23]=4)N=3)[CH:15]=2)=[CH:6][CH:5]=1.[CH3:32]C1N=C(C2N=C(C3C=C(C4C=CC(C=O)=CC=4)C=NC=3)C3C=CNC=3N=2)C=CC=1.Cl.CN.[CH3:65][O:66][C:67](=[O:70])CN, predict the reaction product. The product is: [CH3:65][O:66][C:67](=[O:70])[CH2:1][NH:2][CH2:3][C:4]1[CH:5]=[CH:6][C:7]([C:10]2[CH:11]=[N:12][CH:13]=[C:14]([C:16]3[CH:32]=[C:20]([C:22]4[CH:27]=[CH:26][CH:25]=[C:24]([CH3:28])[N:23]=4)[N:19]=[C:18]4[NH:29][CH:30]=[CH:31][C:17]=34)[CH:15]=2)=[CH:8][CH:9]=1. (2) Given the reactants [C:1]([CH2:9][C:10]([O:12][CH3:13])=[O:11])(=O)[C:2]1[CH:7]=[CH:6][CH:5]=[CH:4][CH:3]=1.C([O-])(=O)C.[NH4+:18], predict the reaction product. The product is: [NH2:18][C@H:1]([C:2]1[CH:7]=[CH:6][CH:5]=[CH:4][CH:3]=1)[CH2:9][C:10]([O:12][CH3:13])=[O:11]. (3) Given the reactants [OH:1][C@H:2]([C:9]1([C:13]2[CH:18]=[CH:17][C:16]([O:19][C:20]([F:23])([F:22])[F:21])=[CH:15][CH:14]=2)[CH2:12][CH2:11][CH2:10]1)[C@H:3]1[CH2:7][CH2:6][CH2:5][C:4]1=O.C([O-])(=O)C.[Na+].Cl.NO.C([O-])(=O)C.[NH4+].C([BH3-])#[N:38].[Na+].[OH-].[Na+], predict the reaction product. The product is: [NH2:38][C@H:4]1[CH2:5][CH2:6][CH2:7][C@@H:3]1[C@@H:2]([C:9]1([C:13]2[CH:18]=[CH:17][C:16]([O:19][C:20]([F:23])([F:22])[F:21])=[CH:15][CH:14]=2)[CH2:12][CH2:11][CH2:10]1)[OH:1].